This data is from Reaction yield outcomes from USPTO patents with 853,638 reactions. The task is: Predict the reaction yield, written as a fraction of the theoretical maximum amount of product (1.0 means a 100% yield; for example, 0.34 means a 34% yield). (1) The catalyst is CCOCC. The product is [CH3:7][Si:6]([CH3:9])([CH3:8])[C:5]#[C:4][C:1]1([CH3:11])[CH2:3][CH2:2]1. The reactants are [CH:1]1([C:4]#[C:5][Si:6]([CH3:9])([CH3:8])[CH3:7])[CH2:3][CH2:2]1.[Li][CH2:11]CCC.S(OC)(OC)(=O)=O. The yield is 0.520. (2) The product is [CH2:21]([O:20][CH:16]([O:17][CH2:18][CH3:19])[C:9]1[CH:8]=[CH:7][CH:6]=[C:5]2[C:10]=1[N:1]=[CH:2][CH:3]=[CH:4]2)[CH3:22]. The reactants are [N:1]1[C:10]2[C:5](=[CH:6][CH:7]=[CH:8][C:9]=2C=O)[CH:4]=[CH:3][CH:2]=1.C(O[CH:16]([O:20][CH2:21][CH3:22])[O:17][CH2:18][CH3:19])C.CC1C=CC(S(O)(=O)=O)=CC=1.C([O-])([O-])=O.[K+].[K+]. The catalyst is C(O)C. The yield is 0.800. (3) The reactants are C([O:3][C:4](=[O:47])[CH2:5][CH2:6][CH2:7][O:8][C:9]1[CH:14]=[CH:13][CH:12]=[C:11]([CH2:15][CH2:16][CH2:17][CH2:18][CH2:19][CH2:20][O:21][C:22]2[CH:27]=[C:26]([O:28][CH2:29][CH3:30])[CH:25]=[C:24]([C:31]3[CH:39]=[CH:38][C:34]4[O:35][CH2:36][O:37][C:33]=4[CH:32]=3)[CH:23]=2)[C:10]=1[CH2:40][CH2:41][C:42]([O:44]CC)=[O:43])C.[OH-].[Na+]. The catalyst is C1COCC1.C(O)C. The product is [O:35]1[C:34]2[CH:38]=[CH:39][C:31]([C:24]3[CH:23]=[C:22]([CH:27]=[C:26]([O:28][CH2:29][CH3:30])[CH:25]=3)[O:21][CH2:20][CH2:19][CH2:18][CH2:17][CH2:16][CH2:15][C:11]3[C:10]([CH2:40][CH2:41][C:42]([OH:44])=[O:43])=[C:9]([CH:14]=[CH:13][CH:12]=3)[O:8][CH2:7][CH2:6][CH2:5][C:4]([OH:47])=[O:3])=[CH:32][C:33]=2[O:37][CH2:36]1. The yield is 0.950. (4) The reactants are [F:1][C:2]1[CH:7]=[CH:6][C:5]([C:8]2[C:16]([C:17]3[CH:22]=[CH:21][N:20]=[C:19]([NH:23][C:24](=[O:26])[CH3:25])[CH:18]=3)=[C:11]3[N:12]=[CH:13][CH:14]=[CH:15][N:10]3[N:9]=2)=[CH:4][CH:3]=1.[BH4-].[Na+].O. The catalyst is C(O)C. The product is [F:1][C:2]1[CH:7]=[CH:6][C:5]([C:8]2[C:16]([C:17]3[CH:22]=[CH:21][N:20]=[C:19]([NH:23][C:24](=[O:26])[CH3:25])[CH:18]=3)=[C:11]3[NH:12][CH2:13][CH2:14][CH2:15][N:10]3[N:9]=2)=[CH:4][CH:3]=1. The yield is 0.250. (5) The reactants are [Cl:1][C:2]1[C:3]([NH:13][CH:14]([CH3:17])[CH2:15]O)=[N:4][C:5]2[C:10]([N:11]=1)=[CH:9][CH:8]=[C:7]([Cl:12])[CH:6]=2.[Cl:18][C:19]1[C:20]([NH:30][CH:31]([CH3:34])[CH2:32]O)=[N:21][C:22]2[C:27]([N:28]=1)=[CH:26][C:25]([Cl:29])=[CH:24][CH:23]=2.O=S(Cl)Cl. The catalyst is C(Cl)(Cl)Cl. The product is [Cl:1][C:2]1[C:3]2[N:4]([CH2:15][CH:14]([CH3:17])[N:13]=2)[C:5]2[C:10]([N:11]=1)=[CH:9][CH:8]=[C:7]([Cl:12])[CH:6]=2.[Cl:18][C:19]1[C:20]2[N:21]([CH2:32][CH:31]([CH3:34])[N:30]=2)[C:22]2[C:27]([N:28]=1)=[CH:26][C:25]([Cl:29])=[CH:24][CH:23]=2. The yield is 0.640. (6) The reactants are [CH3:1][C:2]1([CH3:15])[C:10]2[C:5](=[CH:6][C:7]([N+:11]([O-:13])=[O:12])=[CH:8][CH:9]=2)[NH:4][C:3]1=[O:14].[H-].[Na+].Br[CH2:19][CH3:20]. The catalyst is CN(C)C=O. The product is [CH2:19]([N:4]1[C:5]2[C:10](=[CH:9][CH:8]=[C:7]([N+:11]([O-:13])=[O:12])[CH:6]=2)[C:2]([CH3:15])([CH3:1])[C:3]1=[O:14])[CH3:20]. The yield is 0.870. (7) The reactants are CCN(C(C)C)C(C)C.[CH3:10][N:11]1[C:15]([C:16]2[C:25]3[C:20](=[CH:21][CH:22]=[CH:23][CH:24]=3)[C:19]([N:26]3[CH2:31][CH2:30][CH:29]([NH2:32])[CH2:28][CH2:27]3)=[N:18][N:17]=2)=[CH:14][CH:13]=[N:12]1.[F:33][C:34]1[CH:39]=[CH:38][C:37]([N:40]=[C:41]=[O:42])=[C:36]([C:43]([F:46])([F:45])[F:44])[CH:35]=1. The catalyst is C(Cl)Cl. The product is [F:33][C:34]1[CH:39]=[CH:38][C:37]([NH:40][C:41]([NH:32][CH:29]2[CH2:30][CH2:31][N:26]([C:19]3[C:20]4[C:25](=[CH:24][CH:23]=[CH:22][CH:21]=4)[C:16]([C:15]4[N:11]([CH3:10])[N:12]=[CH:13][CH:14]=4)=[N:17][N:18]=3)[CH2:27][CH2:28]2)=[O:42])=[C:36]([C:43]([F:44])([F:45])[F:46])[CH:35]=1. The yield is 0.500.